The task is: Regression/Classification. Given a drug SMILES string, predict its absorption, distribution, metabolism, or excretion properties. Task type varies by dataset: regression for continuous measurements (e.g., permeability, clearance, half-life) or binary classification for categorical outcomes (e.g., BBB penetration, CYP inhibition). For this dataset (solubility_aqsoldb), we predict Y.. This data is from Aqueous solubility values for 9,982 compounds from the AqSolDB database. (1) The compound is Clc1ccc(-c2cc(Cl)c(Cl)c(Cl)c2)cc1Cl. The Y is -8.39 log mol/L. (2) The drug is CCCCCCCCCOC(=O)c1ccc(N)cc1. The Y is -6.00 log mol/L. (3) The compound is COc1cc(S(=O)(=O)[O-])c(C)cc1NC(=O)C(N=Nc1ccc(-c2nc3ccc(C)c(S(=O)(=O)[O-])c3s2)cc1)C(C)=O.[NH4+].[Na+]. The Y is -0.623 log mol/L. (4) The compound is CCCCC(CC)COC(=O)OOC(=O)OCC(CC)CCCC. The Y is -2.60 log mol/L. (5) The molecule is COC(=O)[C@H]1[C@H]2C[C@@H]3c4[nH]c5cc(OC)ccc5c4CCN3C[C@H]2C[C@@H](OC(=O)c2cc(OC)c(OC)c(OC)c2)[C@@H]1OC. The Y is -3.92 log mol/L.